Dataset: Forward reaction prediction with 1.9M reactions from USPTO patents (1976-2016). Task: Predict the product of the given reaction. (1) Given the reactants [Cl:1][C:2]1[CH:3]=[CH:4][C:5]([O:11][C:12]2[CH:17]=[CH:16][C:15]([F:18])=[CH:14][CH:13]=2)=[C:6]([CH:10]=1)[C:7]([OH:9])=O.[NH2:19][CH2:20][C:21]1[CH:30]=[CH:29][C:24]([C:25]([O:27][CH3:28])=[O:26])=[C:23]([F:31])[CH:22]=1, predict the reaction product. The product is: [Cl:1][C:2]1[CH:3]=[CH:4][C:5]([O:11][C:12]2[CH:17]=[CH:16][C:15]([F:18])=[CH:14][CH:13]=2)=[C:6]([CH:10]=1)[C:7]([NH:19][CH2:20][C:21]1[CH:30]=[CH:29][C:24]([C:25]([O:27][CH3:28])=[O:26])=[C:23]([F:31])[CH:22]=1)=[O:9]. (2) Given the reactants CC(N=P(N1CCCC1)(N1CCCC1)N1CCCC1)(C)C.[CH3:22][O:23][C:24]1[C:29]([C:30]2[C:34]3[N:35]=[C:36](S(C)(=O)=O)[N:37]=[CH:38][C:33]=3[S:32][C:31]=2[C:43]([O:45][CH3:46])=[O:44])=[CH:28][CH:27]=[C:26]([CH3:47])[N:25]=1.[CH3:48][C:49]1[C:50]([N:62]2[CH2:67][CH2:66][N:65]([CH3:68])[CH2:64][CH2:63]2)=[CH:51][C:52]([O:58][CH:59]([CH3:61])[CH3:60])=[C:53]([NH:55][CH:56]=[O:57])[CH:54]=1, predict the reaction product. The product is: [CH:56]([N:55]([C:53]1[CH:54]=[C:49]([CH3:48])[C:50]([N:62]2[CH2:63][CH2:64][N:65]([CH3:68])[CH2:66][CH2:67]2)=[CH:51][C:52]=1[O:58][CH:59]([CH3:61])[CH3:60])[C:36]1[N:37]=[CH:38][C:33]2[S:32][C:31]([C:43]([O:45][CH3:46])=[O:44])=[C:30]([C:29]3[C:24]([O:23][CH3:22])=[N:25][C:26]([CH3:47])=[CH:27][CH:28]=3)[C:34]=2[N:35]=1)=[O:57]. (3) The product is: [OH:9][CH2:8][CH2:7][N:1]1[CH2:6][CH2:5][N:4]([C:11]2[CH:12]=[C:13]([CH:16]=[CH:17][CH:18]=2)[C:14]#[N:15])[CH2:3][CH2:2]1. Given the reactants [N:1]1([CH2:7][CH2:8][OH:9])[CH2:6][CH2:5][NH:4][CH2:3][CH2:2]1.F[C:11]1[CH:12]=[C:13]([CH:16]=[CH:17][CH:18]=1)[C:14]#[N:15].O, predict the reaction product. (4) The product is: [ClH:31].[C:1]([CH:4]1[CH2:9][CH2:8][N:7]([C:10]2[N:19]=[C:18]([NH:20][CH2:21][C:22]3[CH:27]=[CH:26][C:25]4[O:28][CH2:29][O:30][C:24]=4[CH:23]=3)[C:17]3[C:12](=[CH:13][CH:14]=[C:15]([Cl:31])[CH:16]=3)[N:11]=2)[CH2:6][CH2:5]1)([OH:3])=[O:2]. Given the reactants [C:1]([CH:4]1[CH2:9][CH2:8][N:7]([C:10]2[N:19]=[C:18]([NH:20][CH2:21][C:22]3[CH:27]=[CH:26][C:25]4[O:28][CH2:29][O:30][C:24]=4[CH:23]=3)[C:17]3[C:12](=[CH:13][CH:14]=[C:15]([Cl:31])[CH:16]=3)[N:11]=2)[CH2:6][CH2:5]1)([OH:3])=[O:2].Cl, predict the reaction product. (5) Given the reactants [CH3:1][O:2][C:3]1([O:26][CH3:27])[CH2:8][CH2:7][N:6]([C:9]2[CH:14]=[CH:13][C:12]([N:15]3[CH2:19][C@@H:18]([CH2:20][N:21]=[N+]=[N-])[O:17][C:16]3=[O:24])=[CH:11][CH:10]=2)[CH2:5][CH:4]1[F:25], predict the reaction product. The product is: [CH3:27][O:26][C:3]1([O:2][CH3:1])[CH2:8][CH2:7][N:6]([C:9]2[CH:14]=[CH:13][C:12]([N:15]3[CH2:19][C@H:18]([CH2:20][NH2:21])[O:17][C:16]3=[O:24])=[CH:11][CH:10]=2)[CH2:5][CH:4]1[F:25]. (6) The product is: [C:4]([C:5]1[CH:6]=[CH:7][CH:8]=[CH:9][C:10]=1[C:2]([NH:3][C@H:12]1[CH2:17][C:16]2[CH:18]=[CH:19][CH:20]=[C:21]([C:22]([OH:24])=[O:23])[C:15]=2[O:14][B:13]1[OH:25])=[O:1])([OH:26])=[O:11]. Given the reactants [O:1]=[C:2]1[C:10]2[C:5](=[CH:6][CH:7]=[CH:8][CH:9]=2)[C:4](=[O:11])[N:3]1[C@H:12]1[CH2:17][C:16]2[CH:18]=[CH:19][CH:20]=[C:21]([C:22]([OH:24])=[O:23])[C:15]=2[O:14][B:13]1[OH:25].[OH-:26].[Na+].Cl, predict the reaction product.